Dataset: Full USPTO retrosynthesis dataset with 1.9M reactions from patents (1976-2016). Task: Predict the reactants needed to synthesize the given product. (1) Given the product [F:7][C:8]([F:18])([F:19])[C:9]1[CH:10]=[C:11]([C:15]2([C:16]#[N:17])[CH2:23][CH2:22][CH2:21]2)[CH:12]=[CH:13][CH:14]=1, predict the reactants needed to synthesize it. The reactants are: [H-].[Na+].CS(C)=O.[F:7][C:8]([F:19])([F:18])[C:9]1[CH:10]=[C:11]([CH2:15][C:16]#[N:17])[CH:12]=[CH:13][CH:14]=1.Br[CH2:21][CH2:22][CH2:23]Br. (2) Given the product [C:1]([NH:5][C:6]1[N:11]=[C:10]([NH:12][C:22]2[CH:27]=[CH:26][N:25]=[C:24]([C:28]([F:31])([F:30])[F:29])[CH:23]=2)[N:9]=[C:8]([C:13]2[C:18]([F:19])=[CH:17][CH:16]=[C:15]([F:20])[N:14]=2)[N:7]=1)([CH3:4])([CH3:2])[CH3:3], predict the reactants needed to synthesize it. The reactants are: [C:1]([NH:5][C:6]1[N:11]=[C:10]([NH2:12])[N:9]=[C:8]([C:13]2[C:18]([F:19])=[CH:17][CH:16]=[C:15]([F:20])[N:14]=2)[N:7]=1)([CH3:4])([CH3:3])[CH3:2].Cl[C:22]1[CH:27]=[CH:26][N:25]=[C:24]([C:28]([F:31])([F:30])[F:29])[CH:23]=1.C([O-])([O-])=O.[Cs+].[Cs+].CC(C1C=C(C(C)C)C(C2C=CC=CC=2P(C2CCCCC2)C2CCCCC2)=C(C(C)C)C=1)C. (3) The reactants are: [F:1][C:2]1[CH:7]=[CH:6][C:5]([CH2:8][C:9]2[CH:18]=[C:17]3[C:12]([C:13]([OH:25])=[C:14]([C:20]([O:22]CC)=O)[C:15](=[O:19])[NH:16]3)=[N:11][CH:10]=2)=[CH:4][CH:3]=1.[OH-].[NH4+:27]. Given the product [F:1][C:2]1[CH:3]=[CH:4][C:5]([CH2:8][C:9]2[CH:18]=[C:17]3[C:12]([C:13]([OH:25])=[C:14]([C:20]([NH2:27])=[O:22])[C:15](=[O:19])[NH:16]3)=[N:11][CH:10]=2)=[CH:6][CH:7]=1, predict the reactants needed to synthesize it. (4) Given the product [Br:24][CH2:25][C:26]([NH:22][CH2:21][CH2:20][C:15]1[C:14]2[C:18](=[C:10]([F:9])[CH:11]=[CH:12][C:13]=2[CH3:23])[NH:17][C:16]=1[CH3:19])=[O:27], predict the reactants needed to synthesize it. The reactants are: C(N(CC)CC)C.Cl.[F:9][C:10]1[CH:11]=[CH:12][C:13]([CH3:23])=[C:14]2[C:18]=1[NH:17][C:16]([CH3:19])=[C:15]2[CH2:20][CH2:21][NH2:22].[Br:24][CH2:25][C:26](Cl)=[O:27]. (5) Given the product [CH3:3][O:4][C:5]([C:7]1[O:11][N:10]=[C:9]([O:12][CH2:13][C:14]2[C:15]([C:21]3[CH:22]=[CH:23][C:24]([F:27])=[CH:25][CH:26]=3)=[N:16][O:17][C:18]=2[CH2:19][OH:20])[CH:8]=1)=[O:6], predict the reactants needed to synthesize it. The reactants are: [BH4-].[Li+].[CH3:3][O:4][C:5]([C:7]1[O:11][N:10]=[C:9]([O:12][CH2:13][C:14]2[C:15]([C:21]3[CH:26]=[CH:25][C:24]([F:27])=[CH:23][CH:22]=3)=[N:16][O:17][C:18]=2[CH:19]=[O:20])[CH:8]=1)=[O:6].C(O)(=O)CC(CC(O)=O)(C(O)=O)O. (6) Given the product [C:12]([OH:31])(=[O:30])[CH2:13][CH2:14][CH2:15][CH2:16][CH2:17][CH2:18][CH2:19][CH2:20][CH2:21][CH2:22][CH2:23][CH2:24][CH2:25][CH2:26][CH2:27][CH2:28][CH3:29].[OH:4][CH2:5][CH:6]([CH2:7][OH:8])[OH:9].[OH:4][CH2:5][CH:6]([CH2:7][OH:8])[OH:9], predict the reactants needed to synthesize it. The reactants are: C(O)C(O)C[O:4][CH2:5][CH:6]([OH:9])[CH2:7][OH:8].[C:12]([OH:31])(=[O:30])[CH2:13][CH2:14][CH2:15][CH2:16][CH2:17][CH2:18][CH2:19][CH2:20][CH2:21][CH2:22][CH2:23][CH2:24][CH2:25][CH2:26][CH2:27][CH2:28][CH3:29].C([O-])(=O)C([O-])=O.[Sn+2]. (7) Given the product [C:11]1([NH:10][C:2]2[CH:3]=[CH:4][CH:5]=[CH:6][CH:7]=2)[CH:16]=[CH:15][CH:14]=[CH:13][CH:12]=1, predict the reactants needed to synthesize it. The reactants are: C(O)(=O)[C:2]1[CH:7]=[CH:6][CH:5]=[CH:4][CH:3]=1.[NH2:10][C:11]1[CH:16]=[CH:15][CH:14]=[CH:13][CH:12]=1.C[Si](C)(C)N[Si](C)(C)C.[Li].C([N-]C(C)C)(C)C.[Li+]. (8) Given the product [CH3:25][O:24][C:15]1[C:14]([OH:13])=[CH:23][C:18]2[N:19]=[C:20]([CH3:22])[S:21][C:17]=2[CH:16]=1, predict the reactants needed to synthesize it. The reactants are: O1CCCC1.C([O:13][C:14]1[C:15]([O:24][CH3:25])=[CH:16][C:17]2[S:21][C:20]([CH3:22])=[N:19][C:18]=2[CH:23]=1)C1C=CC=CC=1.C([Li])(C)(C)C.P(Cl)(OCC)(OCC)=O. (9) Given the product [F:1][C:2]([F:8])([F:7])[S:3]([O:34][C:15]1[CH:16]=[CH:17][C:18]2[C:19]3[C:20](=[N:21][N:22]([CH2:32][CH3:33])[C:23]=3[CH2:24][CH2:25][C:26]3[CH:31]=[CH:30][CH:29]=[CH:28][CH:27]=3)[C:11]([NH2:10])=[N:12][C:13]=2[CH:14]=1)(=[O:5])=[O:4], predict the reactants needed to synthesize it. The reactants are: [F:1][C:2]([F:8])([F:7])[S:3](N)(=[O:5])=[O:4].Cl.[NH2:10][C:11]1[C:20]2=[N:21][N:22]([CH2:32][CH3:33])[C:23]([CH2:24][CH2:25][C:26]3[CH:31]=[CH:30][CH:29]=[CH:28][CH:27]=3)=[C:19]2[C:18]2[CH:17]=[CH:16][C:15]([OH:34])=[CH:14][C:13]=2[N:12]=1.C(N(CC)CC)C.O. (10) The reactants are: [CH2:1]([N:3]([CH2:13][CH3:14])[C:4](=[O:12])[CH2:5][N:6]1[CH2:11][CH2:10][NH:9][CH2:8][CH2:7]1)[CH3:2].Cl[C:16]1[N:21]=[C:20]([CH2:22][OH:23])[CH:19]=[CH:18][CH:17]=1. Given the product [CH2:13]([N:3]([CH2:1][CH3:2])[C:4](=[O:12])[CH2:5][N:6]1[CH2:11][CH2:10][N:9]([C:16]2[CH:17]=[CH:18][CH:19]=[C:20]([CH2:22][OH:23])[N:21]=2)[CH2:8][CH2:7]1)[CH3:14], predict the reactants needed to synthesize it.